Dataset: Catalyst prediction with 721,799 reactions and 888 catalyst types from USPTO. Task: Predict which catalyst facilitates the given reaction. (1) Reactant: [CH3:1][N:2]([CH3:11])[S:3]([N:6]1[CH:10]=[CH:9][N:8]=[CH:7]1)(=[O:5])=[O:4].C([Li])CCC.[Si:17](Cl)([C:20]([CH3:23])([CH3:22])[CH3:21])([CH3:19])[CH3:18]. The catalyst class is: 7. Product: [CH3:1][N:2]([CH3:11])[S:3]([N:6]1[CH:10]=[CH:9][N:8]=[C:7]1[Si:17]([C:20]([CH3:23])([CH3:22])[CH3:21])([CH3:19])[CH3:18])(=[O:4])=[O:5]. (2) Reactant: [BrH:1].[C:2]1([C:9]2[CH:14]=[CH:13][CH:12]=[CH:11][CH:10]=2)[CH:7]=[CH:6][C:5]([NH2:8])=[CH:4][CH:3]=1.N. Product: [Br:1][C:6]1[CH:7]=[C:2]([C:9]2[CH:14]=[CH:13][CH:12]=[CH:11][CH:10]=2)[CH:3]=[CH:4][C:5]=1[NH2:8]. The catalyst class is: 16. (3) The catalyst class is: 1. Product: [F:28][CH:12]([F:11])[C:13]1[CH:14]=[C:15]2[C:20](=[N:21][C:22]=1[CH:23]([O:24][CH3:25])[O:26][CH3:27])[N:19]([C:36]([O:35][C:29]1[CH:34]=[CH:33][CH:32]=[CH:31][CH:30]=1)=[O:37])[CH2:18][CH2:17][CH2:16]2. Reactant: [Li+].C[Si]([N-][Si](C)(C)C)(C)C.[F:11][CH:12]([F:28])[C:13]1[CH:14]=[C:15]2[C:20](=[N:21][C:22]=1[CH:23]([O:26][CH3:27])[O:24][CH3:25])[NH:19][CH2:18][CH2:17][CH2:16]2.[C:29]1([O:35][C:36](=O)[O:37]C2C=CC=CC=2)[CH:34]=[CH:33][CH:32]=[CH:31][CH:30]=1. (4) Reactant: [NH:1]1[C:5]2[CH:6]=[C:7]([C:10]3[C:11]([CH2:16][NH:17]C(=O)OCC4C=CC=CC=4)=[N:12][O:13][C:14]=3[CH3:15])[CH:8]=[CH:9][C:4]=2[N:3]=[CH:2]1.Br. Product: [NH:1]1[C:5]2[CH:6]=[C:7]([C:10]3[C:11]([CH2:16][NH2:17])=[N:12][O:13][C:14]=3[CH3:15])[CH:8]=[CH:9][C:4]=2[N:3]=[CH:2]1. The catalyst class is: 52. (5) Reactant: CN1C(=O)CC(=O)N(C)C1=O.C([N:15]1[CH2:20][CH:19]2[CH2:21][CH2:22][C:16]1([CH:23]([C:38]1[CH:43]=[CH:42][CH:41]=[CH:40][CH:39]=1)[NH:24][C:25](=[O:37])[C:26]1[CH:31]=[CH:30][CH:29]=[C:28]([C:32]([F:35])([F:34])[F:33])[C:27]=1[Cl:36])[CH2:17][CH2:18]2)C=C. Product: [C:16]12([CH:23]([C:38]3[CH:39]=[CH:40][CH:41]=[CH:42][CH:43]=3)[NH:24][C:25](=[O:37])[C:26]3[CH:31]=[CH:30][CH:29]=[C:28]([C:32]([F:34])([F:35])[F:33])[C:27]=3[Cl:36])[CH2:17][CH2:18][CH:19]([CH2:21][CH2:22]1)[CH2:20][NH:15]2. The catalyst class is: 668. (6) Reactant: Cl[C:2]1[C:7]([C:8]([F:11])([F:10])[F:9])=[CH:6][CH:5]=[CH:4][N:3]=1.[OH-].[K+].CC(O)=[O:16]. Product: [F:9][C:8]([F:11])([F:10])[C:7]1[C:2](=[O:16])[NH:3][CH:4]=[CH:5][CH:6]=1. The catalyst class is: 107. (7) Reactant: Cl[CH2:2][CH2:3][O:4][C:5]1[CH:9]=[C:8]([CH3:10])[N:7]([C:11]2[CH:16]=[CH:15][C:14]([Cl:17])=[C:13]([Cl:18])[CH:12]=2)[N:6]=1.[N:19]1([C:25]([O:27][CH2:28][CH3:29])=[O:26])[CH2:24][CH2:23][NH:22][CH2:21][CH2:20]1.C([O-])([O-])=O.[K+].[K+].[Na+].[I-]. Product: [Cl:18][C:13]1[CH:12]=[C:11]([N:7]2[C:8]([CH3:10])=[CH:9][C:5]([O:4][CH2:3][CH2:2][N:22]3[CH2:21][CH2:20][N:19]([C:25]([O:27][CH2:28][CH3:29])=[O:26])[CH2:24][CH2:23]3)=[N:6]2)[CH:16]=[CH:15][C:14]=1[Cl:17]. The catalyst class is: 9.